Dataset: Full USPTO retrosynthesis dataset with 1.9M reactions from patents (1976-2016). Task: Predict the reactants needed to synthesize the given product. The reactants are: [CH:1]1([C:7]2([CH3:23])[NH:11][C:10](=[O:12])[N:9]([CH2:13][C:14]3[CH:19]=[CH:18][C:17]([O:20][CH3:21])=[CH:16][CH:15]=3)[C:8]2=[O:22])[CH2:6][CH2:5][CH2:4][CH2:3][CH2:2]1.[CH3:24]I. Given the product [CH:1]1([C:7]2([CH3:23])[N:11]([CH3:24])[C:10](=[O:12])[N:9]([CH2:13][C:14]3[CH:15]=[CH:16][C:17]([O:20][CH3:21])=[CH:18][CH:19]=3)[C:8]2=[O:22])[CH2:2][CH2:3][CH2:4][CH2:5][CH2:6]1, predict the reactants needed to synthesize it.